Dataset: Full USPTO retrosynthesis dataset with 1.9M reactions from patents (1976-2016). Task: Predict the reactants needed to synthesize the given product. Given the product [F:9][C:10]1[CH:11]=[CH:12][CH:13]=[C:14]2[C:19]=1[N:18]=[CH:17][C:16]([I:1])=[CH:15]2, predict the reactants needed to synthesize it. The reactants are: [I:1]N1C(=O)CCC1=O.[F:9][C:10]1[CH:11]=[CH:12][CH:13]=[C:14]2[C:19]=1[N:18]=[CH:17][CH:16]=[CH:15]2.S([O-])([O-])=O.[Na+].[Na+].O.